From a dataset of Reaction yield outcomes from USPTO patents with 853,638 reactions. Predict the reaction yield, written as a fraction of the theoretical maximum amount of product (1.0 means a 100% yield; for example, 0.34 means a 34% yield). (1) The reactants are [Si](OC[C@@H]1C=C(C(=O)N)[C@H](O)CN1C(OC(C)(C)C)=O)(C(C)(C)C)(C)C.[CH2:27]([O:30][N:31]([C@H:47]1[CH2:52][N:51]([C:53]([O:55][C:56]([CH3:59])([CH3:58])[CH3:57])=[O:54])[C@H:50]([CH2:60][O:61][Si:62]([C:65]([CH3:68])([CH3:67])[CH3:66])([CH3:64])[CH3:63])[CH:49]=[C:48]1[C:69](=[O:71])[NH2:70])[S:32]([C:35]1[CH:40]=[CH:39][C:38]([N+]([O-])=O)=[CH:37][C:36]=1[N+:44]([O-:46])=[O:45])(=[O:34])=[O:33])[CH:28]=[CH2:29].C(ONS(C1C=CC=CC=1[N+]([O-])=O)(=O)=O)C=C.C(ONS(C1C=CC([N+]([O-])=O)=CC=1[N+]([O-])=O)(=O)=O)C=C. No catalyst specified. The product is [CH2:27]([O:30][N:31]([C@H:47]1[CH2:52][N:51]([C:53]([O:55][C:56]([CH3:59])([CH3:58])[CH3:57])=[O:54])[C@H:50]([CH2:60][O:61][Si:62]([C:65]([CH3:68])([CH3:67])[CH3:66])([CH3:63])[CH3:64])[CH:49]=[C:48]1[C:69](=[O:71])[NH2:70])[S:32]([C:35]1[CH:40]=[CH:39][CH:38]=[CH:37][C:36]=1[N+:44]([O-:46])=[O:45])(=[O:34])=[O:33])[CH:28]=[CH2:29]. The yield is 0.740. (2) The reactants are [F:1][CH2:2][C@@H:3]1[CH2:12][N:11]2[C@H:6]([CH2:7][O:8][CH2:9][CH2:10]2)[CH2:5][N:4]1CC1C=CC=CC=1. The catalyst is CC(O)=O.[Pd]. The product is [F:1][CH2:2][C@@H:3]1[CH2:12][N:11]2[C@H:6]([CH2:7][O:8][CH2:9][CH2:10]2)[CH2:5][NH:4]1. The yield is 0.780. (3) The reactants are Cl[C:2]1[C:11]2[C:6](=[CH:7][CH:8]=[C:9]([Cl:12])[CH:10]=2)[N:5]([CH3:13])[C:4](=[O:14])[C:3]=1[C:15]#[N:16].[NH:17]1[CH2:22][CH2:21][NH:20][CH2:19][CH2:18]1. The catalyst is ClCCl. The product is [Cl:12][C:9]1[CH:10]=[C:11]2[C:6](=[CH:7][CH:8]=1)[N:5]([CH3:13])[C:4](=[O:14])[C:3]([C:15]#[N:16])=[C:2]2[N:17]1[CH2:22][CH2:21][NH:20][CH2:19][CH2:18]1. The yield is 0.990. (4) The product is [CH:1]1([CH2:4][C:5]2[S:18][C:17]3[N:19]=[CH:11][N:12]=[C:13]([OH:21])[C:8]=3[N:7]=2)[CH2:3][CH2:2]1. The catalyst is C(O)C. The reactants are [CH:1]1([CH2:4][C:5]([NH:7][C:8]2C(Cl)=N[CH:11]=[N:12][C:13]=2Cl)=O)[CH2:3][CH2:2]1.N[C:17]([NH2:19])=[S:18].C(O)=[O:21]. The yield is 0.480. (5) The reactants are [F:1][C:2]([F:13])([F:12])[O:3][C:4]1[CH:11]=[CH:10][C:7]([CH:8]=O)=[CH:6][CH:5]=1.[NH2:14][C:15]1[N:16]=[N:17][C:18]([CH3:21])=[CH:19][CH:20]=1.C([O:24][C:25](=O)[C:26]([OH:39])=[CH:27][C:28]([C:30]1[CH:35]=[CH:34][C:33]([N:36]([CH3:38])[CH3:37])=[CH:32][CH:31]=1)=[O:29])C. No catalyst specified. The product is [CH3:38][N:36]([CH3:37])[C:33]1[CH:32]=[CH:31][C:30]([C:28]([C:27]2[CH:8]([C:7]3[CH:10]=[CH:11][C:4]([O:3][C:2]([F:13])([F:12])[F:1])=[CH:5][CH:6]=3)[N:14]([C:15]3[N:16]=[N:17][C:18]([CH3:21])=[CH:19][CH:20]=3)[C:25](=[O:24])[C:26]=2[OH:39])=[O:29])=[CH:35][CH:34]=1. The yield is 0.0800. (6) The reactants are [H-].[Na+].[Cl:3][C:4]1[CH:5]=[C:6]([Cl:25])[C:7]2[C:8]3[CH2:17][CH2:16][N:15]([C:18]([O:20][C:21]([CH3:24])([CH3:23])[CH3:22])=[O:19])[CH2:14][CH2:13][C:9]=3[NH:10][C:11]=2[CH:12]=1.Br[CH2:27][CH2:28][O:29][C:30]1[CH:35]=[CH:34][CH:33]=[CH:32][CH:31]=1. The catalyst is CN(C=O)C. The product is [Cl:3][C:4]1[CH:5]=[C:6]([Cl:25])[C:7]2[C:8]3[CH2:17][CH2:16][N:15]([C:18]([O:20][C:21]([CH3:22])([CH3:24])[CH3:23])=[O:19])[CH2:14][CH2:13][C:9]=3[N:10]([CH2:27][CH2:28][O:29][C:30]3[CH:35]=[CH:34][CH:33]=[CH:32][CH:31]=3)[C:11]=2[CH:12]=1. The yield is 0.900. (7) The reactants are C(C1[C:5]([C:11]2[NH:12][C:13]3[C:18]([CH:19]=2)=[C:17]([F:20])[CH:16]=[CH:15][CH:14]=3)=[N:6][C:7]([Cl:10])=[CH:8][CH:9]=1)C=C.C[N+]1([O-])CC[O:25]CC1.[O-]S([O-])(=S)=O.[Na+].[Na+].[CH2:36]1[CH2:40][O:39][CH2:38][CH2:37]1. The catalyst is O.O=[Os](=O)(=O)=O. The product is [Cl:10][C:7]1[N:6]=[C:5]([C:11]2[NH:12][C:13]3[C:18]([CH:19]=2)=[C:17]([F:20])[CH:16]=[CH:15][CH:14]=3)[C:38]([CH2:37][CH:36]([OH:25])[CH2:40][OH:39])=[CH:9][CH:8]=1. The yield is 0.890. (8) The catalyst is C1C=CC(P(C2C=CC=CC=2)[C-]2C=CC=C2)=CC=1.C1C=CC(P(C2C=CC=CC=2)[C-]2C=CC=C2)=CC=1.Cl[Pd]Cl.[Fe+2].C(#N)C. The reactants are Cl[C:2]1[N:3]=[C:4]([N:21]2[CH2:26][CH2:25][O:24][CH2:23][CH2:22]2)[C:5]2[S:10][C:9]([CH2:11][N:12]3[CH2:17][CH2:16][CH:15]([N:18]([CH3:20])[CH3:19])[CH2:14][CH2:13]3)=[CH:8][C:6]=2[N:7]=1.C([N:34]1[C:42]2[C:37](=[CH:38][CH:39]=[CH:40][CH:41]=2)[C:36](B(O)O)=[CH:35]1)(OC(C)(C)C)=O.C(=O)([O-])[O-].[Na+].[Na+]. The product is [NH:34]1[C:42]2[C:37](=[CH:38][CH:39]=[CH:40][CH:41]=2)[C:36]([C:2]2[N:3]=[C:4]([N:21]3[CH2:26][CH2:25][O:24][CH2:23][CH2:22]3)[C:5]3[S:10][C:9]([CH2:11][N:12]4[CH2:17][CH2:16][CH:15]([N:18]([CH3:20])[CH3:19])[CH2:14][CH2:13]4)=[CH:8][C:6]=3[N:7]=2)=[CH:35]1. The yield is 0.270.